This data is from Full USPTO retrosynthesis dataset with 1.9M reactions from patents (1976-2016). The task is: Predict the reactants needed to synthesize the given product. (1) Given the product [O:1]=[C:2]1[NH:6][N:5]=[C:4]([CH2:7][C:8]2[CH:9]=[CH:10][C:11]([NH:14][S:15]([CH3:18])(=[O:17])=[O:16])=[CH:12][CH:13]=2)/[C:3]/1=[C:20]1/[NH:19][C:28]2[C:23]([CH:22]=[CH:21]/1)=[CH:24][CH:25]=[CH:26][CH:27]=2, predict the reactants needed to synthesize it. The reactants are: [O:1]=[C:2]1[NH:6][N:5]=[C:4]([CH2:7][C:8]2[CH:13]=[CH:12][C:11]([NH:14][S:15]([CH3:18])(=[O:17])=[O:16])=[CH:10][CH:9]=2)[CH2:3]1.[N+:19]1([O-])[C:28]2[C:23](=[CH:24][CH:25]=[CH:26][CH:27]=2)[CH:22]=[CH:21][CH:20]=1.CS(NC1C=CC(CC(O)=O)=CC=1)(=O)=O.CC1(C)OC(=O)CC(=O)O1. (2) Given the product [Br:1][C:2]1[CH:3]=[C:4]2[C:10]([I:13])=[N:9][NH:8][C:5]2=[N:6][CH:7]=1, predict the reactants needed to synthesize it. The reactants are: [Br:1][C:2]1[CH:3]=[C:4]2[CH:10]=[N:9][NH:8][C:5]2=[N:6][CH:7]=1.[OH-].[K+].[I:13]I.